This data is from NCI-60 drug combinations with 297,098 pairs across 59 cell lines. The task is: Regression. Given two drug SMILES strings and cell line genomic features, predict the synergy score measuring deviation from expected non-interaction effect. (1) Drug 1: CC1=C(C=C(C=C1)NC2=NC=CC(=N2)N(C)C3=CC4=NN(C(=C4C=C3)C)C)S(=O)(=O)N.Cl. Drug 2: CC=C1C(=O)NC(C(=O)OC2CC(=O)NC(C(=O)NC(CSSCCC=C2)C(=O)N1)C(C)C)C(C)C. Cell line: SW-620. Synergy scores: CSS=51.3, Synergy_ZIP=8.67, Synergy_Bliss=8.57, Synergy_Loewe=-46.5, Synergy_HSA=0.574. (2) Drug 1: C1=CC(=CC=C1CCC2=CNC3=C2C(=O)NC(=N3)N)C(=O)NC(CCC(=O)O)C(=O)O. Drug 2: C1=CC(=CC=C1CCCC(=O)O)N(CCCl)CCCl. Cell line: HCC-2998. Synergy scores: CSS=24.4, Synergy_ZIP=-15.7, Synergy_Bliss=-21.6, Synergy_Loewe=-21.8, Synergy_HSA=-13.6. (3) Drug 1: CC1=CC=C(C=C1)C2=CC(=NN2C3=CC=C(C=C3)S(=O)(=O)N)C(F)(F)F. Drug 2: C1CN1C2=NC(=NC(=N2)N3CC3)N4CC4. Cell line: NCI-H322M. Synergy scores: CSS=0.145, Synergy_ZIP=0.742, Synergy_Bliss=-0.517, Synergy_Loewe=-2.81, Synergy_HSA=-2.19. (4) Drug 1: CC1=CC=C(C=C1)C2=CC(=NN2C3=CC=C(C=C3)S(=O)(=O)N)C(F)(F)F. Drug 2: C1CCC(C(C1)N)N.C(=O)(C(=O)[O-])[O-].[Pt+4]. Cell line: SW-620. Synergy scores: CSS=26.4, Synergy_ZIP=1.52, Synergy_Bliss=-0.661, Synergy_Loewe=-18.7, Synergy_HSA=-2.82. (5) Drug 1: CNC(=O)C1=CC=CC=C1SC2=CC3=C(C=C2)C(=NN3)C=CC4=CC=CC=N4. Drug 2: CC12CCC3C(C1CCC2=O)CC(=C)C4=CC(=O)C=CC34C. Cell line: COLO 205. Synergy scores: CSS=51.8, Synergy_ZIP=0.479, Synergy_Bliss=-0.301, Synergy_Loewe=-2.59, Synergy_HSA=-2.63. (6) Drug 1: CC1=C(C=C(C=C1)NC2=NC=CC(=N2)N(C)C3=CC4=NN(C(=C4C=C3)C)C)S(=O)(=O)N.Cl. Drug 2: CC12CCC(CC1=CCC3C2CCC4(C3CC=C4C5=CN=CC=C5)C)O. Cell line: K-562. Synergy scores: CSS=16.2, Synergy_ZIP=0.305, Synergy_Bliss=4.79, Synergy_Loewe=5.49, Synergy_HSA=5.26.